This data is from Full USPTO retrosynthesis dataset with 1.9M reactions from patents (1976-2016). The task is: Predict the reactants needed to synthesize the given product. (1) Given the product [ClH:31].[NH2:7][CH:8]([C:25]1[CH:30]=[CH:29][C:28]([Cl:31])=[CH:27][CH:26]=1)[C:9]1[C:13]([C:14]#[N:15])=[C:12]([N:16]2[CH2:17][CH2:18][O:19][CH2:20][CH2:21]2)[S:11][C:10]=1[C:22]([OH:24])=[O:23], predict the reactants needed to synthesize it. The reactants are: C(S([NH:7][CH:8]([C:25]1[CH:30]=[CH:29][C:28]([Cl:31])=[CH:27][CH:26]=1)[C:9]1[C:13]([C:14]#[N:15])=[C:12]([N:16]2[CH2:21][CH2:20][O:19][CH2:18][CH2:17]2)[S:11][C:10]=1[C:22]([OH:24])=[O:23])=O)(C)(C)C.Cl. (2) Given the product [Br-:1].[CH2:2]([N+:14]1[CH:19]=[CH:18][C:17]([CH3:20])=[CH:16][CH:15]=1)[CH2:3][CH2:4][CH2:5][CH2:6][CH2:7][CH2:8][CH2:9][C:10]#[C:11][CH2:12][CH3:13], predict the reactants needed to synthesize it. The reactants are: [Br:1][CH2:2][CH2:3][CH2:4][CH2:5][CH2:6][CH2:7][CH2:8][CH2:9][C:10]#[C:11][CH2:12][CH3:13].[N:14]1[CH:19]=[CH:18][C:17]([CH3:20])=[CH:16][CH:15]=1.